Dataset: Full USPTO retrosynthesis dataset with 1.9M reactions from patents (1976-2016). Task: Predict the reactants needed to synthesize the given product. (1) Given the product [CH3:1][C:2]([CH3:26])([CH3:25])[C:3]([NH:5][C:6]1[C:11]([C:12]([O:14][CH3:15])=[O:13])=[C:10]2[N:16]=[C:20]3[CH2:21][CH2:22][CH2:23][N:19]3[C:9]2=[CH:8][CH:7]=1)=[O:4], predict the reactants needed to synthesize it. The reactants are: [CH3:1][C:2]([CH3:26])([CH3:25])[C:3]([NH:5][C:6]1[C:11]([C:12]([O:14][CH3:15])=[O:13])=[C:10]([N+:16]([O-])=O)[C:9]([N:19]2[CH2:23][CH2:22][CH2:21][C:20]2=O)=[CH:8][CH:7]=1)=[O:4]. (2) Given the product [Cl:91][C:88]1[CH:89]=[CH:90][C:85]([C:70]2[C:69]3[CH:92]=[C:65]([O:64][CH2:63][CH2:62][O:61][CH2:60][CH2:59][O:58][CH2:57][CH2:56][O:55][CH2:54][CH2:53][O:52][CH2:51][CH2:50][O:49][CH2:48][CH2:47][O:46][CH2:45][CH2:44][O:43][CH2:42][CH2:41][NH:40][C:26](=[O:27])[CH2:25][C@@H:10]4[N:9]=[C:8]([C:5]5[CH:6]=[CH:7][C:2]([Cl:1])=[CH:3][CH:4]=5)[C:14]5[CH:15]=[C:16]([O:19][CH3:20])[CH:17]=[CH:18][C:13]=5[N:12]5[C:21]([CH3:24])=[N:22][N:23]=[C:11]45)[CH:66]=[CH:67][C:68]=3[N:74]3[C:75]([CH3:78])=[N:76][N:77]=[C:73]3[C@H:72]([CH2:79][C:80]([NH:82][CH2:83][CH3:84])=[O:81])[N:71]=2)=[CH:86][CH:87]=1, predict the reactants needed to synthesize it. The reactants are: [Cl:1][C:2]1[CH:7]=[CH:6][C:5]([C:8]2[C:14]3[CH:15]=[C:16]([O:19][CH3:20])[CH:17]=[CH:18][C:13]=3[N:12]3[C:21]([CH3:24])=[N:22][N:23]=[C:11]3[C@H:10]([CH2:25][C:26](O)=[O:27])[N:9]=2)=[CH:4][CH:3]=1.CCN=C=NCCCN(C)C.[NH2:40][CH2:41][CH2:42][O:43][CH2:44][CH2:45][O:46][CH2:47][CH2:48][O:49][CH2:50][CH2:51][O:52][CH2:53][CH2:54][O:55][CH2:56][CH2:57][O:58][CH2:59][CH2:60][O:61][CH2:62][CH2:63][O:64][C:65]1[CH:66]=[CH:67][C:68]2[N:74]3[C:75]([CH3:78])=[N:76][N:77]=[C:73]3[C@H:72]([CH2:79][C:80]([NH:82][CH2:83][CH3:84])=[O:81])[N:71]=[C:70]([C:85]3[CH:90]=[CH:89][C:88]([Cl:91])=[CH:87][CH:86]=3)[C:69]=2[CH:92]=1. (3) Given the product [Cl:14][C:15]1[CH:16]=[N:17][C:18]([N:21]2[CH2:26][CH2:25][CH:24]([C@H:27]3[CH2:29][C@H:28]3[CH2:30][CH2:31][O:8][C:6]3[CH:5]=[CH:4][C:3]([CH2:9][C:10]([O:12][CH3:13])=[O:11])=[C:2]([F:1])[CH:7]=3)[CH2:23][CH2:22]2)=[N:19][CH:20]=1, predict the reactants needed to synthesize it. The reactants are: [F:1][C:2]1[CH:7]=[C:6]([OH:8])[CH:5]=[CH:4][C:3]=1[CH2:9][C:10]([O:12][CH3:13])=[O:11].[Cl:14][C:15]1[CH:16]=[N:17][C:18]([N:21]2[CH2:26][CH2:25][CH:24]([C@H:27]3[CH2:29][C@H:28]3[CH2:30][CH2:31]O)[CH2:23][CH2:22]2)=[N:19][CH:20]=1.C1(P(C2C=CC=CC=2)C2C=CC=CC=2)C=CC=CC=1.N(C(OC(C)(C)C)=O)=NC(OC(C)(C)C)=O. (4) Given the product [CH3:13][C:4]1[C:3]2[C:14](=[O:15])[NH:16][C:29]([CH:26]3[CH2:25][CH2:24][N:23]([C:19]4[CH:18]=[N:17][CH:22]=[CH:21][CH:20]=4)[CH2:28][CH2:27]3)=[N:1][C:2]=2[N:6]([C:7]2[CH:12]=[CH:11][CH:10]=[CH:9][CH:8]=2)[N:5]=1, predict the reactants needed to synthesize it. The reactants are: [NH2:1][C:2]1[N:6]([C:7]2[CH:12]=[CH:11][CH:10]=[CH:9][CH:8]=2)[N:5]=[C:4]([CH3:13])[C:3]=1[C:14]([NH2:16])=[O:15].[N:17]1[CH:22]=[CH:21][CH:20]=[C:19]([N:23]2[CH2:28][CH2:27][CH:26]([C:29](OCC)=O)[CH2:25][CH2:24]2)[CH:18]=1.